Dataset: Full USPTO retrosynthesis dataset with 1.9M reactions from patents (1976-2016). Task: Predict the reactants needed to synthesize the given product. (1) Given the product [CH3:1][N:2]1[CH2:7][CH2:6][C:5]([CH3:14])([C:8]([O:10][CH2:11][CH3:12])=[O:9])[CH2:4][CH2:3]1, predict the reactants needed to synthesize it. The reactants are: [CH3:1][N:2]1[CH2:7][CH2:6][CH:5]([C:8]([O:10][CH2:11][CH3:12])=[O:9])[CH2:4][CH2:3]1.[Li+].[CH3:14]C([N-]C(C)C)C.CI. (2) Given the product [Cl:5][C:6]1[CH:22]=[C:21]([Cl:23])[CH:20]=[CH:19][C:7]=1[CH2:8][NH:9][C:10](=[O:18])[C:11]1[CH:16]=[CH:15][N:14]=[C:13]([O:4][CH3:3])[CH:12]=1, predict the reactants needed to synthesize it. The reactants are: [H-].[Na+].[CH3:3][OH:4].[Cl:5][C:6]1[CH:22]=[C:21]([Cl:23])[CH:20]=[CH:19][C:7]=1[CH2:8][NH:9][C:10](=[O:18])[C:11]1[CH:16]=[CH:15][N:14]=[C:13](F)[CH:12]=1. (3) Given the product [OH:2][CH2:1][C:3]1[N:8]=[CH:7][C:6]([N:9]2[CH2:14][CH2:13][N:12]([C:15]([O:17][C:18]([CH3:21])([CH3:20])[CH3:19])=[O:16])[CH2:11][CH2:10]2)=[CH:5][CH:4]=1, predict the reactants needed to synthesize it. The reactants are: [CH:1]([C:3]1[N:8]=[CH:7][C:6]([N:9]2[CH2:14][CH2:13][N:12]([C:15]([O:17][C:18]([CH3:21])([CH3:20])[CH3:19])=[O:16])[CH2:11][CH2:10]2)=[CH:5][CH:4]=1)=[O:2].[BH4-].[Na+]. (4) Given the product [Cl:15][C:16]1[N:17]=[C:18]([C:23]([F:26])([F:25])[F:24])[N:19]=[C:20]([O:1][CH:2]2[CH2:3][CH2:4][N:5]([C:8]([O:10][C:11]([CH3:14])([CH3:13])[CH3:12])=[O:9])[CH2:6][CH2:7]2)[CH:21]=1, predict the reactants needed to synthesize it. The reactants are: [OH:1][CH:2]1[CH2:7][CH2:6][N:5]([C:8]([O:10][C:11]([CH3:14])([CH3:13])[CH3:12])=[O:9])[CH2:4][CH2:3]1.[Cl:15][C:16]1[CH:21]=[C:20](Cl)[N:19]=[C:18]([C:23]([F:26])([F:25])[F:24])[N:17]=1.[H-].[Na+]. (5) Given the product [N:1]1([C:2]2[N:10]=[CH:9][N:8]=[C:7]3[C:3]=2[NH:4][C:5](=[O:20])[N:6]3[C@@H:11]2[O:17][C@H:16]([CH2:18][OH:19])[C@@H:14]([OH:15])[C@H:12]2[OH:13])[CH:23]=[CH:27][CH:26]=[CH:25]1, predict the reactants needed to synthesize it. The reactants are: [NH2:1][C:2]1[N:10]=[CH:9][N:8]=[C:7]2[C:3]=1[NH:4][C:5](=[O:20])[N:6]2[C@@H:11]1[O:17][C@H:16]([CH2:18][OH:19])[C@@H:14]([OH:15])[C@H:12]1[OH:13].CO[CH:23]1[CH2:27][CH2:26][CH:25](OC)O1. (6) Given the product [Br:12][C:13]1[CH:14]=[C:15]([Li:5])[CH:16]=[CH:17][CH:18]=1.[Br:19][C:15]1[CH:14]=[C:13]([Si:21]([C:28]2[CH:29]=[CH:30][CH:31]=[CH:32][CH:33]=2)([C:22]2[CH:27]=[CH:26][CH:25]=[CH:24][CH:23]=2)[C:36]2[CH:37]=[CH:38][C:39]3[C:40]4[C:45](=[CH:44][CH:43]=[CH:42][CH:41]=4)[C:46]4[C:51](=[CH:50][CH:49]=[CH:48][CH:47]=4)[C:52]=3[CH:35]=2)[CH:18]=[CH:17][CH:16]=1, predict the reactants needed to synthesize it. The reactants are: C([Li:5])CCC.CCCCCC.[Br:12][C:13]1[CH:18]=[CH:17][CH:16]=[C:15]([Br:19])[CH:14]=1.Cl[Si:21](Cl)([C:28]1[CH:33]=[CH:32][CH:31]=[CH:30][CH:29]=1)[C:22]1[CH:27]=[CH:26][CH:25]=[CH:24][CH:23]=1.[C:35]1([Li])[C:52]2[C:51]3[C:46](=[CH:47][CH:48]=[CH:49][CH:50]=3)[C:45]3[C:40](=[CH:41][CH:42]=[CH:43][CH:44]=3)[C:39]=2[CH:38]=[CH:37][CH:36]=1.Cl[SiH](Cl)C1C=CC=CC=1. (7) Given the product [N+:1]([C:4]1[CH:5]=[C:6]([CH:17]=[CH:18][CH:19]=1)[O:7][C:8]1[CH:13]=[CH:12][N:11]=[C:10]([NH2:34])[CH:9]=1)([O-:3])=[O:2], predict the reactants needed to synthesize it. The reactants are: [N+:1]([C:4]1[CH:5]=[C:6]([CH:17]=[CH:18][CH:19]=1)[O:7][C:8]1[CH:13]=[CH:12][N:11]=[C:10](C(O)=O)[CH:9]=1)([O-:3])=[O:2].C1(P([N:34]=[N+]=[N-])(C2C=CC=CC=2)=O)C=CC=CC=1.C(N(CC)CC)C.CN(C)C=O.